From a dataset of Reaction yield outcomes from USPTO patents with 853,638 reactions. Predict the reaction yield, written as a fraction of the theoretical maximum amount of product (1.0 means a 100% yield; for example, 0.34 means a 34% yield). (1) The reactants are [CH2:1]([N:3]1[CH2:7][CH2:6][CH2:5][CH:4]1[CH2:8][O:9][C:10]1[CH:11]=[C:12]2[C:17](=[CH:18][CH:19]=1)[CH:16]=[C:15]([C:20]1[C:28]3[C:23](=[CH:24][CH:25]=[C:26]([C:29]#[N:30])[CH:27]=3)[N:22](C3CCCCO3)[N:21]=1)[CH:14]=[CH:13]2)[CH3:2].[OH-].[K+].F[P-](F)(F)(F)(F)F.N1([O:55]C(N(C)C)=[N+](C)C)C2C=CC=CC=2N=N1.O.ON1C2C=CC=CC=2N=N1.C(N(CC)CC)C.[CH3:81][O:82][CH2:83][CH2:84]N. The catalyst is C(O)C.O. The product is [CH3:81][O:82][CH2:83][CH2:84][NH:30][C:29]([C:26]1[CH:27]=[C:28]2[C:23](=[CH:24][CH:25]=1)[NH:22][N:21]=[C:20]2[C:15]1[CH:14]=[CH:13][C:12]2[C:17](=[CH:18][CH:19]=[C:10]([O:9][CH2:8][CH:4]3[CH2:5][CH2:6][CH2:7][N:3]3[CH2:1][CH3:2])[CH:11]=2)[CH:16]=1)=[O:55]. The yield is 0.690. (2) The reactants are [Cl:1][C:2]1[CH:7]=[CH:6][C:5]([C:8](=[O:17])[C:9](=[C:12]2[CH2:16][CH2:15][CH2:14][NH:13]2)[C:10]#[N:11])=[CH:4][CH:3]=1.[H-].[Na+].[Cl:20][C:21]1C=CC=C[C:22]=1[C:23](Cl)=O.[CH2:30]1[CH2:34][O:33][CH2:32][CH2:31]1. The yield is 0.140. The product is [Cl:20][C:21]1[CH:32]=[CH:31][C:30]([C:34]([N:13]2[CH2:14][CH2:15][CH2:16][C:12]2=[C:9]([C:8]([C:5]2[CH:4]=[CH:3][C:2]([Cl:1])=[CH:7][CH:6]=2)=[O:17])[C:10]#[N:11])=[O:33])=[CH:23][CH:22]=1. No catalyst specified. (3) The reactants are [CH3:1][O:2][C:3](=[O:10])[CH2:4][C:5]([CH:7]1[CH2:9][CH2:8]1)=O.C([O:13][C:14](=O)[C:15]1[CH:20]=[CH:19][CH:18]=[CH:17][C:16]=1[NH2:21])C.[C:23]1(C)C=CC=CC=1. The catalyst is C1(C)C=CC(S(O)(=O)=O)=CC=1. The product is [CH2:1]([O:2][C:3]([C:4]1[C:14](=[O:13])[C:15]2[C:16](=[CH:17][CH:18]=[CH:19][CH:20]=2)[NH:21][C:5]=1[CH:7]1[CH2:9][CH2:8]1)=[O:10])[CH3:23]. The yield is 0.530.